Dataset: Reaction yield outcomes from USPTO patents with 853,638 reactions. Task: Predict the reaction yield, written as a fraction of the theoretical maximum amount of product (1.0 means a 100% yield; for example, 0.34 means a 34% yield). (1) The reactants are [Cl:1][C:2]1[CH:7]=[CH:6][CH:5]=[C:4]([N+:8]([O-:10])=[O:9])[C:3]=1Cl.[C:12]([O:16][C:17]([N:19]1[CH2:24][CH2:23][NH:22][CH2:21][CH2:20]1)=[O:18])([CH3:15])([CH3:14])[CH3:13].C([O-])([O-])=O.[K+].[K+]. The catalyst is C(#N)C. The product is [C:12]([O:16][C:17]([N:19]1[CH2:24][CH2:23][N:22]([C:3]2[C:4]([N+:8]([O-:10])=[O:9])=[CH:5][CH:6]=[CH:7][C:2]=2[Cl:1])[CH2:21][CH2:20]1)=[O:18])([CH3:15])([CH3:13])[CH3:14]. The yield is 0.700. (2) The product is [Br:24][C:10]1[C:9]([C:12]2[CH:17]=[CH:16][N:15]=[CH:14][CH:13]=2)=[N:8][N:7]([C:1]2[CH:6]=[CH:5][CH:4]=[CH:3][CH:2]=2)[CH:11]=1. The reactants are [C:1]1([N:7]2[CH:11]=[CH:10][C:9]([C:12]3[CH:17]=[CH:16][N:15]=[CH:14][CH:13]=3)=[N:8]2)[CH:6]=[CH:5][CH:4]=[CH:3][CH:2]=1.N1C=CC=CC=1.[Br:24]Br. The catalyst is C1COCC1.CCOC(C)=O. The yield is 1.00.